This data is from Forward reaction prediction with 1.9M reactions from USPTO patents (1976-2016). The task is: Predict the product of the given reaction. (1) Given the reactants [Cl-].O[NH3+:3].[C:4](=[O:7])([O-])[OH:5].[Na+].CS(C)=O.[CH:13]1([CH2:16][O:17][C:18]2[N:23]=[CH:22][C:21]([C:24]3[C:29](=[O:30])[N:28]([CH2:31][C:32]4[CH:37]=[CH:36][C:35]([C:38]5[C:39]([C:44]#[N:45])=[CH:40][CH:41]=[CH:42][CH:43]=5)=[CH:34][CH:33]=4)[C:27]([CH2:46][CH2:47][CH3:48])=[N:26][C:25]=3[CH2:49][CH3:50])=[CH:20][CH:19]=2)[CH2:15][CH2:14]1, predict the reaction product. The product is: [CH:13]1([CH2:16][O:17][C:18]2[N:23]=[CH:22][C:21]([C:24]3[C:29](=[O:30])[N:28]([CH2:31][C:32]4[CH:37]=[CH:36][C:35]([C:38]5[CH:43]=[CH:42][CH:41]=[CH:40][C:39]=5[C:44]5[NH:3][C:4](=[O:7])[O:5][N:45]=5)=[CH:34][CH:33]=4)[C:27]([CH2:46][CH2:47][CH3:48])=[N:26][C:25]=3[CH2:49][CH3:50])=[CH:20][CH:19]=2)[CH2:15][CH2:14]1. (2) Given the reactants [C:1]([C:3]1[C:4]([N:18]2[CH2:23][CH2:22][N:21]([C:24]([O:26][C:27]([CH3:30])([CH3:29])[CH3:28])=[O:25])[CH2:20][CH2:19]2)=[N:5][C:6]([CH3:17])=[C:7]([C:9]([NH:11][CH2:12][C:13](=[O:16])[CH2:14][CH3:15])=O)[CH:8]=1)#[N:2].N1C=CC=CC=1.ClC(Cl)(Cl)C(Cl)=O.C(=O)([O-])[O-].[K+].[K+], predict the reaction product. The product is: [C:1]([C:3]1[C:4]([N:18]2[CH2:23][CH2:22][N:21]([C:24]([O:26][C:27]([CH3:29])([CH3:28])[CH3:30])=[O:25])[CH2:20][CH2:19]2)=[N:5][C:6]([CH3:17])=[C:7]([C:9]2[O:16][C:13]([CH2:14][CH3:15])=[CH:12][N:11]=2)[CH:8]=1)#[N:2]. (3) Given the reactants C([O:8][C:9]1[CH:14]=[C:13]([F:15])[CH:12]=[CH:11][C:10]=1[C:16]1[CH:21]=[CH:20][N:19]=[CH:18][C:17]=1[N:22]([CH3:39])[C:23](=[O:38])[C:24]1[CH:29]=[C:28]([C:30]([F:33])([F:32])[F:31])[CH:27]=[C:26]([C:34]([F:37])([F:36])[F:35])[CH:25]=1)C1C=CC=CC=1.[H][H], predict the reaction product. The product is: [F:15][C:13]1[CH:12]=[CH:11][C:10]([C:16]2[CH:21]=[CH:20][N:19]=[CH:18][C:17]=2[N:22]([CH3:39])[C:23](=[O:38])[C:24]2[CH:25]=[C:26]([C:34]([F:37])([F:36])[F:35])[CH:27]=[C:28]([C:30]([F:31])([F:32])[F:33])[CH:29]=2)=[C:9]([OH:8])[CH:14]=1. (4) Given the reactants [Cl:1][C:2]1[CH:9]=[CH:8][C:5]([C:6]#[N:7])=[C:4]([C:10]2[C:15]([O:16][CH2:17][CH3:18])=[CH:14][N:13]=[C:12]([O:19]C)[CH:11]=2)[CH:3]=1.Br.[NH+]1C=CC=CC=1, predict the reaction product. The product is: [Cl:1][C:2]1[CH:9]=[CH:8][C:5]([C:6]#[N:7])=[C:4]([C:10]2[C:15]([O:16][CH2:17][CH3:18])=[CH:14][NH:13][C:12](=[O:19])[CH:11]=2)[CH:3]=1. (5) Given the reactants [Br:1][C:2]1[CH:7]=[CH:6][C:5]([C:8]2[N:12]([C:13]3[CH:18]=[CH:17][C:16]([OH:19])=[CH:15][CH:14]=3)[C:11]([CH2:20][C:21]([O:23]CC)=[O:22])=[CH:10][CH:9]=2)=[CH:4][CH:3]=1.O[Li].O, predict the reaction product. The product is: [Br:1][C:2]1[CH:3]=[CH:4][C:5]([C:8]2[N:12]([C:13]3[CH:18]=[CH:17][C:16]([OH:19])=[CH:15][CH:14]=3)[C:11]([CH2:20][C:21]([OH:23])=[O:22])=[CH:10][CH:9]=2)=[CH:6][CH:7]=1. (6) Given the reactants [NH2:1][CH2:2][C@@H:3]1[C@H:8]([CH3:9])[CH2:7][CH2:6][CH2:5][N:4]1[C:10]([C:12]1[C:17]([C:18]2[CH:23]=[CH:22][CH:21]=[CH:20][N:19]=2)=[CH:16][CH:15]=[C:14]([CH3:24])[N:13]=1)=[O:11].Cl[C:26]1[O:27][C:28]2[CH:34]=[CH:33][C:32]([Cl:35])=[CH:31][C:29]=2[N:30]=1, predict the reaction product. The product is: [Cl:35][C:32]1[CH:33]=[CH:34][C:28]2[O:27][C:26]([NH:1][CH2:2][C@@H:3]3[C@H:8]([CH3:9])[CH2:7][CH2:6][CH2:5][N:4]3[C:10]([C:12]3[C:17]([C:18]4[CH:23]=[CH:22][CH:21]=[CH:20][N:19]=4)=[CH:16][CH:15]=[C:14]([CH3:24])[N:13]=3)=[O:11])=[N:30][C:29]=2[CH:31]=1. (7) Given the reactants [NH2:1][C@@H:2]1[CH2:7][CH2:6][CH2:5][N:4](C(OC(C)(C)C)=O)[CH2:3]1.[F:15][CH:16]([F:30])[O:17][C:18]1[CH:26]=[CH:25][CH:24]=[C:23]2[C:19]=1[CH:20]=[C:21]([C:27](O)=[O:28])[NH:22]2.N, predict the reaction product. The product is: [F:30][CH:16]([F:15])[O:17][C:18]1[CH:26]=[CH:25][CH:24]=[C:23]2[C:19]=1[CH:20]=[C:21]([C:27]([NH:1][C@@H:2]1[CH2:7][CH2:6][CH2:5][NH:4][CH2:3]1)=[O:28])[NH:22]2. (8) Given the reactants [Br:1][C:2]1[C:7](C)=[CH:6][C:5]([I:9])=[CH:4][N:3]=1.[CH3:10][O-:11].[Na+].[CH3:13]S(C)=O, predict the reaction product. The product is: [Br:1][CH2:2][C:7]1[C:10]([O:11][CH3:13])=[N:3][CH:4]=[C:5]([I:9])[CH:6]=1.